From a dataset of Forward reaction prediction with 1.9M reactions from USPTO patents (1976-2016). Predict the product of the given reaction. (1) The product is: [CH3:36][O:35][N:34]([CH3:33])[C:12]([C:11]1[CH:15]=[CH:16][N:17]=[C:9]([NH:8][C:6](=[O:7])[O:5][C:1]([CH3:2])([CH3:3])[CH3:4])[CH:10]=1)=[O:14]. Given the reactants [C:1]([O:5][C:6]([NH:8][C:9]1[CH:10]=[C:11]([CH:15]=[CH:16][N:17]=1)[C:12]([OH:14])=O)=[O:7])([CH3:4])([CH3:3])[CH3:2].C1C=CC2N(O)N=NC=2C=1.C(Cl)CCl.Cl.[CH3:33][NH:34][O:35][CH3:36].CCN(CC)CC, predict the reaction product. (2) Given the reactants C[O:2][C:3](=[O:30])[C:4]1[C:5](=[C:10]([NH:14][C:15]2[CH:20]=[CH:19][C:18]([O:21][CH3:22])=[CH:17][C:16]=2[O:23][C:24]2[CH:29]=[CH:28][CH:27]=[CH:26][CH:25]=2)[CH:11]=[CH:12][CH:13]=1)[C:6]([O:8]C)=[O:7].[OH-].[Na+], predict the reaction product. The product is: [CH3:22][O:21][C:18]1[CH:19]=[CH:20][C:15]([NH:14][C:10]2[CH:11]=[CH:12][CH:13]=[C:4]([C:3]([OH:30])=[O:2])[C:5]=2[C:6]([OH:8])=[O:7])=[C:16]([O:23][C:24]2[CH:29]=[CH:28][CH:27]=[CH:26][CH:25]=2)[CH:17]=1. (3) Given the reactants [OH:1][C:2]1[CH:3]=[C:4]2[C:8](=[CH:9][CH:10]=1)[C:7](=[O:11])[N:6]([CH2:12][CH2:13][CH2:14][C:15]1[CH:20]=[CH:19][CH:18]=[CH:17][CH:16]=1)[C:5]2([CH3:22])[CH3:21].N1C=CC=CC=1.[S:29](O[S:29]([C:32]([F:35])([F:34])[F:33])(=[O:31])=[O:30])([C:32]([F:35])([F:34])[F:33])(=[O:31])=[O:30], predict the reaction product. The product is: [F:33][C:32]([F:35])([F:34])[S:29]([O:1][C:2]1[CH:3]=[C:4]2[C:8](=[CH:9][CH:10]=1)[C:7](=[O:11])[N:6]([CH2:12][CH2:13][CH2:14][C:15]1[CH:16]=[CH:17][CH:18]=[CH:19][CH:20]=1)[C:5]2([CH3:22])[CH3:21])(=[O:31])=[O:30].